This data is from Full USPTO retrosynthesis dataset with 1.9M reactions from patents (1976-2016). The task is: Predict the reactants needed to synthesize the given product. (1) Given the product [NH2:1][C:2]1[N:10]=[C:9]([O:11][CH2:12][CH2:13][CH2:14][CH3:15])[N:8]=[C:7]2[C:3]=1[N:4]=[C:5]([O:35][CH3:36])[N:6]2[CH2:16][CH2:17][CH2:18][CH2:19][CH2:24][CH:23]1[CH2:39][CH2:38][N:20]([C:25]([O:27][CH2:28][C:29]2[CH:34]=[CH:33][CH:32]=[CH:31][CH:30]=2)=[O:26])[CH2:21][CH2:22]1, predict the reactants needed to synthesize it. The reactants are: [NH2:1][C:2]1[N:10]=[C:9]([O:11][CH2:12][CH2:13][CH2:14][CH3:15])[N:8]=[C:7]2[C:3]=1[N:4]=[C:5]([O:35][CH3:36])[N:6]2[CH2:16][CH2:17][CH2:18][CH:19]1[CH2:24][CH2:23][CH2:22][CH2:21][N:20]1[C:25]([O:27][CH2:28][C:29]1[CH:34]=[CH:33][CH:32]=[CH:31][CH:30]=1)=[O:26].F[C:38](F)(F)[C:39](O)=O.C(OC1N=C2C(N=C(OC)N2)=C(N)N=1)CCC.BrCCCCCC1CCN(C(OCC2C=CC=CC=2)=O)CC1. (2) Given the product [CH3:1][S:2]([C:3]1[S:4][C:5]2[CH:11]=[C:10]([CH2:12][N:13]3[C:17]4[CH:18]=[CH:19][C:20]([C:22]([F:25])([F:23])[F:24])=[CH:21][C:16]=4[N:15]=[CH:14]3)[CH:9]=[CH:8][C:6]=2[N:7]=1)=[O:34], predict the reactants needed to synthesize it. The reactants are: [CH3:1][S:2][C:3]1[S:4][C:5]2[CH:11]=[C:10]([CH2:12][N:13]3[C:17]4[CH:18]=[CH:19][C:20]([C:22]([F:25])([F:24])[F:23])=[CH:21][C:16]=4[N:15]=[CH:14]3)[CH:9]=[CH:8][C:6]=2[N:7]=1.ClC1C=CC=C(C(OO)=[O:34])C=1.